This data is from Peptide-MHC class I binding affinity with 185,985 pairs from IEDB/IMGT. The task is: Regression. Given a peptide amino acid sequence and an MHC pseudo amino acid sequence, predict their binding affinity value. This is MHC class I binding data. (1) The peptide sequence is MIDNQKLSY. The MHC is HLA-A30:02 with pseudo-sequence HLA-A30:02. The binding affinity (normalized) is 0.377. (2) The peptide sequence is FCKSCWFENK. The MHC is HLA-A33:01 with pseudo-sequence HLA-A33:01. The binding affinity (normalized) is 0.157. (3) The peptide sequence is RGDKQRGGK. The MHC is Mamu-B8301 with pseudo-sequence Mamu-B8301. The binding affinity (normalized) is 0.567. (4) The peptide sequence is MPSEDGAEA. The MHC is HLA-B54:01 with pseudo-sequence HLA-B54:01. The binding affinity (normalized) is 0.728. (5) The peptide sequence is RVYEALYYV. The MHC is HLA-C15:02 with pseudo-sequence HLA-C15:02. The binding affinity (normalized) is 0.820.